Dataset: Full USPTO retrosynthesis dataset with 1.9M reactions from patents (1976-2016). Task: Predict the reactants needed to synthesize the given product. (1) Given the product [Cl:1][C:2]1[CH:7]=[CH:6][C:5]([S:8][CH2:9][C:10]2[CH:11]=[CH:12][C:13]([C:16]([NH:18][CH2:19][C:20]([OH:22])=[O:21])=[O:17])=[CH:14][CH:15]=2)=[C:4]([NH:27][S:28]([C:31]2[CH:36]=[CH:35][C:34]([Cl:37])=[C:33]([C:38]([F:39])([F:40])[F:41])[CH:32]=2)(=[O:30])=[O:29])[CH:3]=1, predict the reactants needed to synthesize it. The reactants are: [Cl:1][C:2]1[CH:7]=[CH:6][C:5]([S:8][CH2:9][C:10]2[CH:15]=[CH:14][C:13]([C:16]([NH:18][CH2:19][C:20]([O:22]C(C)(C)C)=[O:21])=[O:17])=[CH:12][CH:11]=2)=[C:4]([NH:27][S:28]([C:31]2[CH:36]=[CH:35][C:34]([Cl:37])=[C:33]([C:38]([F:41])([F:40])[F:39])[CH:32]=2)(=[O:30])=[O:29])[CH:3]=1. (2) Given the product [O:51]=[C:44]1[C:45]2[C:50](=[CH:49][CH:48]=[CH:47][CH:46]=2)[C:42](=[O:41])[N:43]1[CH2:52][C:53]1[CH:54]=[C:55]2[C:60](=[CH:61][CH:62]=1)[N:59]=[C:58]([CH:63]=[CH:64][CH2:65][CH2:4][C:2]#[N:3])[CH:57]=[CH:56]2, predict the reactants needed to synthesize it. The reactants are: [Br-].[C:2]([CH2:4]CC[P+](C1C=CC=CC=1)(C1C=CC=CC=1)C1C=CC=CC=1)#[N:3].C([N-]C(C)C)(C)C.[Li+].CCCCCCC.[O:41]=[C:42]1[C:50]2[C:45](=[CH:46][CH:47]=[CH:48][CH:49]=2)[C:44](=[O:51])[N:43]1[CH2:52][C:53]1[CH:54]=[C:55]2[C:60](=[CH:61][CH:62]=1)[N:59]=[C:58]([CH2:63][CH2:64][C:65]#N)[CH:57]=[CH:56]2. (3) Given the product [CH2:1]([O:3][C:4](=[O:18])[CH2:5][CH:6]1[O:10][B:9]([OH:11])[C:8]2[CH:12]=[C:13]([O:17][C:26]3[CH:31]=[N:30][CH:29]=[CH:28][N:27]=3)[CH:14]=[C:15]([CH3:16])[C:7]1=2)[CH3:2], predict the reactants needed to synthesize it. The reactants are: [CH2:1]([O:3][C:4](=[O:18])[CH2:5][CH:6]1[O:10][B:9]([OH:11])[C:8]2[CH:12]=[C:13]([OH:17])[CH:14]=[C:15]([CH3:16])[C:7]1=2)[CH3:2].C([O-])([O-])=O.[Cs+].[Cs+].Cl[C:26]1[CH:31]=[N:30][CH:29]=[CH:28][N:27]=1.Cl. (4) Given the product [NH2:16][C:10]1[O:11][CH2:12][C:13]([F:14])([F:15])[C@:8]([C:6]2[CH:7]=[C:2]([NH:1][C:26]([C:23]3[CH:22]=[N:21][C:20]([Cl:19])=[CH:25][N:24]=3)=[O:27])[CH:3]=[CH:4][C:5]=2[F:18])([CH3:17])[N:9]=1, predict the reactants needed to synthesize it. The reactants are: [NH2:1][C:2]1[CH:3]=[CH:4][C:5]([F:18])=[C:6]([C@:8]2([CH3:17])[C:13]([F:15])([F:14])[CH2:12][O:11][C:10]([NH2:16])=[N:9]2)[CH:7]=1.[Cl:19][C:20]1[N:21]=[CH:22][C:23]([C:26](O)=[O:27])=[N:24][CH:25]=1.